Dataset: Forward reaction prediction with 1.9M reactions from USPTO patents (1976-2016). Task: Predict the product of the given reaction. (1) Given the reactants Br[C:2]1[CH:11]=[N:10][C:5]2=[N:6][CH:7]=[CH:8][N:9]=[C:4]2[CH:3]=1.[CH3:12][C:13]1([CH3:37])[CH2:22][CH2:21][C:20]2[N:19]=[CH:18][N:17]=[C:16]([N:23]3[CH2:29][C:28]4[CH:30]=[C:31](B(O)O)[CH:32]=[CH:33][C:27]=4[O:26][CH2:25][CH2:24]3)[C:15]=2[CH2:14]1, predict the reaction product. The product is: [CH3:12][C:13]1([CH3:37])[CH2:22][CH2:21][C:20]2[N:19]=[CH:18][N:17]=[C:16]([N:23]3[CH2:29][C:28]4[CH:30]=[C:31]([C:2]5[CH:11]=[N:10][C:5]6=[N:6][CH:7]=[CH:8][N:9]=[C:4]6[CH:3]=5)[CH:32]=[CH:33][C:27]=4[O:26][CH2:25][CH2:24]3)[C:15]=2[CH2:14]1. (2) The product is: [F:25][C:26]([F:45])([F:44])[S:27]([O:1][C:2]1[CH2:7][CH2:6][CH2:5][N:4]([C:8]([O:10][C:11]([CH3:14])([CH3:13])[CH3:12])=[O:9])[CH:3]=1)(=[O:29])=[O:28]. Given the reactants [O:1]=[C:2]1[CH2:7][CH2:6][CH2:5][N:4]([C:8]([O:10][C:11]([CH3:14])([CH3:13])[CH3:12])=[O:9])[CH2:3]1.C[Si]([N-][Si](C)(C)C)(C)C.[Li+].[F:25][C:26]([F:45])([F:44])[S:27](N(C1C=CC=CC=1)[S:27]([C:26]([F:45])([F:44])[F:25])(=[O:29])=[O:28])(=[O:29])=[O:28], predict the reaction product. (3) Given the reactants [Cl:1][C:2]1[CH:7]=[CH:6][C:5]([C:8](=[O:10])[CH3:9])=[CH:4][CH:3]=1.Br[C:12]1[CH:13]=[N:14][CH:15]=[C:16]([Cl:18])[CH:17]=1.CC([O-])(C)C.[Na+].CC1(C)C2C=CC=C(P(C3C=CC=CC=3)C3C=CC=CC=3)C=2OC2C1=CC=CC=2P(C1C=CC=CC=1)C1C=CC=CC=1, predict the reaction product. The product is: [Cl:1][C:2]1[CH:7]=[CH:6][C:5]([C:8](=[O:10])[CH2:9][C:12]2[CH:13]=[N:14][CH:15]=[C:16]([Cl:18])[CH:17]=2)=[CH:4][CH:3]=1. (4) Given the reactants [CH3:1][C:2]1([CH3:37])[CH2:11][CH2:10][C:9]([CH3:13])([CH3:12])[C:8]2[CH:7]=[C:6]([Se:14][C:15]#[C:16][C:17]3[CH:26]=[CH:25][C:20]([C:21]([O:23]C)=[O:22])=[CH:19][CH:18]=3)[CH:5]=[C:4]([O:27][CH2:28][C:29]3[CH:34]=[CH:33][C:32]([F:35])=[C:31]([F:36])[CH:30]=3)[C:3]1=2.[OH-].[Na+], predict the reaction product. The product is: [CH3:1][C:2]1([CH3:37])[CH2:11][CH2:10][C:9]([CH3:12])([CH3:13])[C:8]2[CH:7]=[C:6]([Se:14][C:15]#[C:16][C:17]3[CH:26]=[CH:25][C:20]([C:21]([OH:23])=[O:22])=[CH:19][CH:18]=3)[CH:5]=[C:4]([O:27][CH2:28][C:29]3[CH:34]=[CH:33][C:32]([F:35])=[C:31]([F:36])[CH:30]=3)[C:3]1=2. (5) Given the reactants [CH:1]1([CH2:4][N:5]2[CH2:10][CH2:9][CH:8]([C:11]([N:13]3[CH2:17][C@H:16]([NH:18][CH3:19])[C@@H:15]([C:20]4[CH:25]=[CH:24][C:23]([Cl:26])=[C:22]([Cl:27])[CH:21]=4)[CH2:14]3)=[O:12])[CH2:7][CH2:6]2)[CH2:3][CH2:2]1.Cl[C:29]([O:31][C:32]1[CH:37]=[CH:36][C:35]([Cl:38])=[CH:34][CH:33]=1)=[O:30], predict the reaction product. The product is: [Cl:38][C:35]1[CH:36]=[CH:37][C:32]([O:31][C:29](=[O:30])[N:18]([C@@H:16]2[C@@H:15]([C:20]3[CH:25]=[CH:24][C:23]([Cl:26])=[C:22]([Cl:27])[CH:21]=3)[CH2:14][N:13]([C:11]([CH:8]3[CH2:9][CH2:10][N:5]([CH2:4][CH:1]4[CH2:3][CH2:2]4)[CH2:6][CH2:7]3)=[O:12])[CH2:17]2)[CH3:19])=[CH:33][CH:34]=1. (6) Given the reactants [CH3:1][S:2]([N:5](S(C)(=O)=O)[C:6]1[CH:11]=[CH:10][C:9]([C:12]2[C:13]([C:18]([NH:20][C:21]3[CH:26]=[CH:25][C:24]([NH:27][CH2:28][CH2:29][C:30]4[CH:35]=[CH:34][CH:33]=[CH:32][N:31]=4)=[CH:23][CH:22]=3)=[O:19])=[CH:14][CH:15]=[CH:16][CH:17]=2)=[CH:8][CH:7]=1)(=[O:4])=[O:3].CO.[OH-].[Na+], predict the reaction product. The product is: [CH3:1][S:2]([NH:5][C:6]1[CH:11]=[CH:10][C:9]([C:12]2[C:13]([C:18]([NH:20][C:21]3[CH:26]=[CH:25][C:24]([NH:27][CH2:28][CH2:29][C:30]4[CH:35]=[CH:34][CH:33]=[CH:32][N:31]=4)=[CH:23][CH:22]=3)=[O:19])=[CH:14][CH:15]=[CH:16][CH:17]=2)=[CH:8][CH:7]=1)(=[O:3])=[O:4]. (7) Given the reactants [SH:1][CH2:2][C:3]([NH:5][CH3:6])=[O:4].[Br:7][C:8]1[CH:13]=[CH:12][C:11]([CH:14]([C:16]2[CH:21]=[CH:20][C:19]([Br:22])=[CH:18][CH:17]=2)O)=[CH:10][CH:9]=1, predict the reaction product. The product is: [Br:7][C:8]1[CH:9]=[CH:10][C:11]([CH:14]([C:16]2[CH:21]=[CH:20][C:19]([Br:22])=[CH:18][CH:17]=2)[S:1][CH2:2][C:3]([NH:5][CH3:6])=[O:4])=[CH:12][CH:13]=1.